This data is from Reaction yield outcomes from USPTO patents with 853,638 reactions. The task is: Predict the reaction yield, written as a fraction of the theoretical maximum amount of product (1.0 means a 100% yield; for example, 0.34 means a 34% yield). The reactants are [OH:1][C:2]1[C:7](=[O:8])[CH:6]=[CH:5][O:4][C:3]=1[CH3:9].[N+:10]([C:13]1[CH:18]=[CH:17][C:16]([S:19](Cl)(=[O:21])=[O:20])=[CH:15][CH:14]=1)([O-:12])=[O:11]. The catalyst is N1C=CC=CC=1. The product is [N+:10]([C:13]1[CH:14]=[CH:15][C:16]([S:19]([O:1][C:2]2[C:7](=[O:8])[CH:6]=[CH:5][O:4][C:3]=2[CH3:9])(=[O:21])=[O:20])=[CH:17][CH:18]=1)([O-:12])=[O:11]. The yield is 0.580.